Predict the reaction yield, written as a fraction of the theoretical maximum amount of product (1.0 means a 100% yield; for example, 0.34 means a 34% yield). From a dataset of Reaction yield outcomes from USPTO patents with 853,638 reactions. The reactants are Cl[C:2]1[N:7]=[CH:6][N:5]=[C:4]([N:8]([CH3:21])[C@H:9]2[C@@H:13]3[O:14][C:15]([CH3:18])([CH3:17])[O:16][C@@H:12]3[C@@H:11]([CH2:19][OH:20])[CH2:10]2)[CH:3]=1.C(N(CC)C(C)C)(C)C.[NH2:31][C@@H:32]1[C:40]2[C:35](=[CH:36][CH:37]=[CH:38][CH:39]=2)[CH2:34][CH2:33]1. The catalyst is C(O)CCC. The product is [C@@H:32]1([NH:31][C:2]2[N:7]=[CH:6][N:5]=[C:4]([N:8]([CH3:21])[C@H:9]3[C@@H:13]4[O:14][C:15]([CH3:18])([CH3:17])[O:16][C@@H:12]4[C@@H:11]([CH2:19][OH:20])[CH2:10]3)[CH:3]=2)[C:40]2[C:35](=[CH:36][CH:37]=[CH:38][CH:39]=2)[CH2:34][CH2:33]1. The yield is 0.240.